From a dataset of Forward reaction prediction with 1.9M reactions from USPTO patents (1976-2016). Predict the product of the given reaction. (1) Given the reactants C([O:8][C:9]1[CH:14]=[C:13]([O:15]CC2C=CC=CC=2)[C:12]([CH:23]([CH3:25])[CH3:24])=[CH:11][C:10]=1[C:26]1[N:27]([C:32]2[CH:33]=[C:34]3[C:38](=[CH:39][CH:40]=2)[CH2:37][C:36]2([O:44][CH2:43][CH2:42][O:41]2)[CH2:35]3)[C:28]([OH:31])=[N:29][N:30]=1)C1C=CC=CC=1, predict the reaction product. The product is: [CH2:37]1[C:38]2[C:34](=[CH:33][C:32]([N:27]3[C:28]([OH:31])=[N:29][N:30]=[C:26]3[C:10]3[CH:11]=[C:12]([CH:23]([CH3:25])[CH3:24])[C:13]([OH:15])=[CH:14][C:9]=3[OH:8])=[CH:40][CH:39]=2)[CH2:35][C:36]21[O:41][CH2:42][CH2:43][O:44]2. (2) Given the reactants CS(Cl)(=O)=O.[F:6][C:7]1[CH:12]=[CH:11][C:10]([NH:13][C:14]([C:16]2[O:20][C:19]([CH3:21])=[N:18][C:17]=2[CH3:22])=[O:15])=[CH:9][C:8]=1[C:23]1[N:24]=[C:25]2[N:30]=[CH:29][C:28]([C:31]#[C:32][CH2:33][CH2:34]O)=[CH:27][N:26]2[CH:36]=1.[NH:37]1[CH2:42][CH2:41][O:40][CH2:39][CH2:38]1, predict the reaction product. The product is: [F:6][C:7]1[CH:12]=[CH:11][C:10]([NH:13][C:14]([C:16]2[O:20][C:19]([CH3:21])=[N:18][C:17]=2[CH3:22])=[O:15])=[CH:9][C:8]=1[C:23]1[N:24]=[C:25]2[N:30]=[CH:29][C:28]([C:31]#[C:32][CH2:33][CH2:34][N:37]3[CH2:42][CH2:41][O:40][CH2:39][CH2:38]3)=[CH:27][N:26]2[CH:36]=1.